This data is from Catalyst prediction with 721,799 reactions and 888 catalyst types from USPTO. The task is: Predict which catalyst facilitates the given reaction. The catalyst class is: 495. Reactant: [C:1]1([CH2:7][S:8]([C:11]2[CH:12]=[C:13]3[C:17](=[CH:18][CH:19]=2)[NH:16][C:15](=[O:20])[CH2:14]3)(=[O:10])=[O:9])[CH:6]=[CH:5][CH:4]=[CH:3][CH:2]=1.[CH:21]1([NH:24][CH2:25][C@@H:26]2[CH2:30][CH2:29][CH2:28][N:27]2[C:31]([C:33]2[C:34]([CH3:41])=[C:35]([CH:39]=O)[NH:36][C:37]=2[CH3:38])=[O:32])[CH2:23][CH2:22]1. Product: [CH:21]1([NH:24][CH2:25][C@@H:26]2[CH2:30][CH2:29][CH2:28][N:27]2[C:31]([C:33]2[C:34]([CH3:41])=[C:35](/[CH:39]=[C:14]3\[C:15](=[O:20])[NH:16][C:17]4[C:13]\3=[CH:12][C:11]([S:8]([CH2:7][C:1]3[CH:2]=[CH:3][CH:4]=[CH:5][CH:6]=3)(=[O:10])=[O:9])=[CH:19][CH:18]=4)[NH:36][C:37]=2[CH3:38])=[O:32])[CH2:22][CH2:23]1.